From a dataset of Full USPTO retrosynthesis dataset with 1.9M reactions from patents (1976-2016). Predict the reactants needed to synthesize the given product. Given the product [NH2:1][C:2]1[C:11]2[C:6](=[CH:7][CH:8]=[CH:9][C:10]=2[O:12][CH2:13][C@@H:14]([NH:18][C:29](=[O:30])[C:28]2[CH:27]=[C:26]([OH:25])[CH:34]=[C:33]([OH:35])[CH:32]=2)[CH:15]([CH3:17])[CH3:16])[N:5]=[C:4]([CH3:19])[C:3]=1[C:20]([O:22][CH2:23][CH3:24])=[O:21], predict the reactants needed to synthesize it. The reactants are: [NH2:1][C:2]1[C:11]2[C:6](=[CH:7][CH:8]=[CH:9][C:10]=2[O:12][CH2:13][C@@H:14]([NH2:18])[CH:15]([CH3:17])[CH3:16])[N:5]=[C:4]([CH3:19])[C:3]=1[C:20]([O:22][CH2:23][CH3:24])=[O:21].[OH:25][C:26]1[CH:27]=[C:28]([CH:32]=[C:33]([OH:35])[CH:34]=1)[C:29](O)=[O:30].